Regression. Given two drug SMILES strings and cell line genomic features, predict the synergy score measuring deviation from expected non-interaction effect. From a dataset of NCI-60 drug combinations with 297,098 pairs across 59 cell lines. (1) Drug 1: CC12CCC3C(C1CCC2=O)CC(=C)C4=CC(=O)C=CC34C. Drug 2: C1CN1P(=S)(N2CC2)N3CC3. Cell line: SF-539. Synergy scores: CSS=34.2, Synergy_ZIP=-3.47, Synergy_Bliss=1.91, Synergy_Loewe=-3.15, Synergy_HSA=3.53. (2) Drug 1: CCCS(=O)(=O)NC1=C(C(=C(C=C1)F)C(=O)C2=CNC3=C2C=C(C=N3)C4=CC=C(C=C4)Cl)F. Drug 2: C1CCC(C1)C(CC#N)N2C=C(C=N2)C3=C4C=CNC4=NC=N3. Cell line: U251. Synergy scores: CSS=5.48, Synergy_ZIP=0.852, Synergy_Bliss=0.488, Synergy_Loewe=-0.835, Synergy_HSA=0.352. (3) Drug 1: CCC(=C(C1=CC=CC=C1)C2=CC=C(C=C2)OCCN(C)C)C3=CC=CC=C3.C(C(=O)O)C(CC(=O)O)(C(=O)O)O. Drug 2: CC1CCC2CC(C(=CC=CC=CC(CC(C(=O)C(C(C(=CC(C(=O)CC(OC(=O)C3CCCCN3C(=O)C(=O)C1(O2)O)C(C)CC4CCC(C(C4)OC)OCCO)C)C)O)OC)C)C)C)OC. Cell line: SF-539. Synergy scores: CSS=-6.27, Synergy_ZIP=5.06, Synergy_Bliss=-1.20, Synergy_Loewe=2.38, Synergy_HSA=-5.30. (4) Drug 1: CN(C)C1=NC(=NC(=N1)N(C)C)N(C)C. Drug 2: CC1C(C(=O)NC(C(=O)N2CCCC2C(=O)N(CC(=O)N(C(C(=O)O1)C(C)C)C)C)C(C)C)NC(=O)C3=C4C(=C(C=C3)C)OC5=C(C(=O)C(=C(C5=N4)C(=O)NC6C(OC(=O)C(N(C(=O)CN(C(=O)C7CCCN7C(=O)C(NC6=O)C(C)C)C)C)C(C)C)C)N)C. Cell line: COLO 205. Synergy scores: CSS=-6.58, Synergy_ZIP=15.2, Synergy_Bliss=12.6, Synergy_Loewe=7.04, Synergy_HSA=5.72.